From a dataset of Forward reaction prediction with 1.9M reactions from USPTO patents (1976-2016). Predict the product of the given reaction. (1) Given the reactants [CH3:1][C:2]1[CH:7]=[CH:6][CH:5]=[C:4]([C:8]([NH:10][CH:11]([CH3:13])[CH3:12])=[O:9])[C:3]=1[NH:14][C:15]([C:17]1[N:21]([C:22]2[CH:31]=[CH:30][CH:29]=[CH:28][C:23]=2[C:24](OC)=[O:25])[N:20]=[C:19]([C:32]([F:35])([F:34])[F:33])[CH:18]=1)=[O:16].[BH4-].[Li+], predict the reaction product. The product is: [OH:25][CH2:24][C:23]1[CH:28]=[CH:29][CH:30]=[CH:31][C:22]=1[N:21]1[C:17]([C:15]([NH:14][C:3]2[C:4]([C:8]([NH:10][CH:11]([CH3:12])[CH3:13])=[O:9])=[CH:5][CH:6]=[CH:7][C:2]=2[CH3:1])=[O:16])=[CH:18][C:19]([C:32]([F:34])([F:35])[F:33])=[N:20]1. (2) Given the reactants [Cl:1][C:2]1[CH:7]=[CH:6][CH:5]=[CH:4][C:3]=1[CH2:8][CH2:9][C@@:10]1([CH3:23])[C:15]([O:16][CH3:17])=N[C@H](C(C)C)C(OC)=[N:11]1.O.FC(F)(F)C(O)=[O:28].[Cl-].[NH4+], predict the reaction product. The product is: [CH3:17][O:16][C:15](=[O:28])[C@:10]([NH2:11])([CH3:23])[CH2:9][CH2:8][C:3]1[CH:4]=[CH:5][CH:6]=[CH:7][C:2]=1[Cl:1].